This data is from Forward reaction prediction with 1.9M reactions from USPTO patents (1976-2016). The task is: Predict the product of the given reaction. Given the reactants C(=O)([O-])[O-].[Na+].[Na+].Cl[CH2:8][CH2:9][CH2:10][C:11]1[CH:12]=[C:13]2[C:18](=[CH:19][CH:20]=1)[NH:17][C:16](=[O:21])[C:15]([CH3:23])([CH3:22])[CH2:14]2.Cl.[N:25]1([C:31]2[C:39]3[C:34](=[CH:35][CH:36]=[CH:37][CH:38]=3)[NH:33][N:32]=2)[CH2:30][CH2:29][NH:28][CH2:27][CH2:26]1, predict the reaction product. The product is: [NH:33]1[C:34]2[C:39](=[CH:38][CH:37]=[CH:36][CH:35]=2)[C:31]([N:25]2[CH2:26][CH2:27][N:28]([CH2:8][CH2:9][CH2:10][C:11]3[CH:12]=[C:13]4[C:18](=[CH:19][CH:20]=3)[NH:17][C:16](=[O:21])[C:15]([CH3:23])([CH3:22])[CH2:14]4)[CH2:29][CH2:30]2)=[N:32]1.